This data is from NCI-60 drug combinations with 297,098 pairs across 59 cell lines. The task is: Regression. Given two drug SMILES strings and cell line genomic features, predict the synergy score measuring deviation from expected non-interaction effect. (1) Drug 1: CC1=C2C(C(=O)C3(C(CC4C(C3C(C(C2(C)C)(CC1OC(=O)C(C(C5=CC=CC=C5)NC(=O)C6=CC=CC=C6)O)O)OC(=O)C7=CC=CC=C7)(CO4)OC(=O)C)O)C)OC(=O)C. Drug 2: B(C(CC(C)C)NC(=O)C(CC1=CC=CC=C1)NC(=O)C2=NC=CN=C2)(O)O. Cell line: T-47D. Synergy scores: CSS=56.8, Synergy_ZIP=-0.234, Synergy_Bliss=-0.595, Synergy_Loewe=0.798, Synergy_HSA=2.97. (2) Drug 1: C1=NC(=NC(=O)N1C2C(C(C(O2)CO)O)O)N. Cell line: SK-OV-3. Drug 2: COC1=C2C(=CC3=C1OC=C3)C=CC(=O)O2. Synergy scores: CSS=4.04, Synergy_ZIP=-1.18, Synergy_Bliss=-0.326, Synergy_Loewe=-4.69, Synergy_HSA=-1.78.